Dataset: Catalyst prediction with 721,799 reactions and 888 catalyst types from USPTO. Task: Predict which catalyst facilitates the given reaction. (1) Product: [NH2:16][C:17]1[CH:24]=[CH:23][C:20]([CH2:21][NH:22][CH:3]=[C:4]2[C:13]3[C:8](=[CH:9][CH:10]=[CH:11][CH:12]=3)[C:7](=[O:14])[NH:6][C:5]2=[O:15])=[CH:19][CH:18]=1. Reactant: CO[CH:3]=[C:4]1[C:13]2[C:8](=[CH:9][CH:10]=[CH:11][CH:12]=2)[C:7](=[O:14])[NH:6][C:5]1=[O:15].[NH2:16][C:17]1[CH:24]=[CH:23][C:20]([CH2:21][NH2:22])=[CH:19][CH:18]=1. The catalyst class is: 9. (2) Reactant: [F:1][C:2]1[CH:7]=[CH:6][C:5]([C:8](=O)[CH2:9][C:10]2[CH:14]=[CH:13][S:12][CH:11]=2)=[CH:4][CH:3]=1.[CH2:16]([O:18][C:19]1[CH:20]=[C:21]([CH:24]=[C:25]([N+:28]([O-:30])=[O:29])[C:26]=1[OH:27])[CH:22]=O)[CH3:17].[NH2:31][C:32]([NH2:34])=[O:33].Cl. Product: [CH2:16]([O:18][C:19]1[CH:20]=[C:21]([CH:22]2[C:9]([C:10]3[CH:14]=[CH:13][S:12][CH:11]=3)=[C:8]([C:5]3[CH:6]=[CH:7][C:2]([F:1])=[CH:3][CH:4]=3)[NH:34][C:32](=[O:33])[NH:31]2)[CH:24]=[C:25]([N+:28]([O-:30])=[O:29])[C:26]=1[OH:27])[CH3:17]. The catalyst class is: 351. (3) Reactant: [C:1]([C:3]1[CH:8]=[CH:7][C:6]([CH:9]2[CH2:14][CH2:13][CH:12]([CH:15]3[CH2:20][CH2:19][CH:18]([CH2:21][CH2:22][CH3:23])[CH2:17][CH2:16]3)[CH2:11][CH2:10]2)=[CH:5][CH:4]=1)#[CH:2].[Li][CH2:25]CCC.CI.Cl. Product: [CH2:1]([CH:3]1[CH2:4][CH2:5][CH:6]([CH:9]2[CH2:14][CH2:13][CH:12]([C:15]3[CH:20]=[CH:19][C:18]([C:21]#[C:22][CH3:23])=[CH:17][CH:16]=3)[CH2:11][CH2:10]2)[CH2:7][CH2:8]1)[CH2:2][CH3:25]. The catalyst class is: 20. (4) Reactant: C1(P(C2C=CC=CC=2)C2C=CC=CC=2)C=CC=CC=1.CC(OC(/N=N/C(OC(C)C)=O)=O)C.[N:34]([C@@H:37]([C@@H:64]([C:71]1[CH:76]=[CH:75][C:74]([Cl:77])=[CH:73][CH:72]=1)[CH:65]1[CH2:70][CH2:69][O:68][CH2:67][CH2:66]1)[C:38]([NH:40][C:41]1[CH:46]=[CH:45][CH:44]=[C:43]([F:47])[C:42]=1[CH2:48][CH2:49][C@H:50]([NH:53][S:54]([C:57]1[CH:62]=[CH:61][C:60]([F:63])=[CH:59][CH:58]=1)(=[O:56])=[O:55])[CH2:51]O)=[O:39])=[N+:35]=[N-:36]. Product: [N:34]([C@@H:37]([C@@H:64]([C:71]1[CH:72]=[CH:73][C:74]([Cl:77])=[CH:75][CH:76]=1)[CH:65]1[CH2:66][CH2:67][O:68][CH2:69][CH2:70]1)[C:38]([NH:40][C:41]1[CH:46]=[CH:45][CH:44]=[C:43]([F:47])[C:42]=1[CH2:48][CH2:49][CH:50]1[CH2:51][N@@:53]1[S:54]([C:57]1[CH:58]=[CH:59][C:60]([F:63])=[CH:61][CH:62]=1)(=[O:55])=[O:56])=[O:39])=[N+:35]=[N-:36]. The catalyst class is: 1. (5) Reactant: [I:1][C:2]1[CH:7]=[CH:6][C:5]([NH:8][C:9]2[CH:18]=[N:17][CH:16]=[CH:15][C:10]=2[C:11]([NH:13][NH2:14])=O)=[C:4]([CH3:19])[CH:3]=1.I.CS[CH:23]([NH2:25])[NH2:24].O. Product: [NH2:25][C:23]1[NH:24][C:11]([C:10]2[CH:15]=[CH:16][N:17]=[CH:18][C:9]=2[NH:8][C:5]2[CH:6]=[CH:7][C:2]([I:1])=[CH:3][C:4]=2[CH3:19])=[N:13][N:14]=1. The catalyst class is: 17. (6) Reactant: [C:1]([OH:10])(=[O:9])[CH2:2][CH2:3][CH2:4][CH2:5][C:6]([OH:8])=[O:7].[CH3:11][N:12]([CH2:32][C@@H:33]1[C:36]2[CH:37]=[C:38]([O:43][CH3:44])[C:39]([O:41][CH3:42])=[CH:40][C:35]=2[CH2:34]1)[CH2:13][CH2:14][CH2:15][N:16]1[C:26](=[O:27])[CH2:25][C:24]2[C:19](=[CH:20][C:21]([O:30][CH3:31])=[C:22]([O:28][CH3:29])[CH:23]=2)[CH2:18][CH2:17]1. Product: [CH3:11][N:12]([CH2:32][C@@H:33]1[C:36]2[CH:37]=[C:38]([O:43][CH3:44])[C:39]([O:41][CH3:42])=[CH:40][C:35]=2[CH2:34]1)[CH2:13][CH2:14][CH2:15][N:16]1[C:26](=[O:27])[CH2:25][C:24]2[C:19](=[CH:20][C:21]([O:30][CH3:31])=[C:22]([O:28][CH3:29])[CH:23]=2)[CH2:18][CH2:17]1.[C:1]([O-:10])(=[O:9])[CH2:2][CH2:3][CH2:4][CH2:5][C:6]([O-:8])=[O:7]. The catalyst class is: 412. (7) Reactant: [C:1]([C:4]1[CH:11]=[CH:10][C:7]([CH:8]=[O:9])=[CH:6][CH:5]=1)([OH:3])=O.CC(C)N=C=NC(C)C.O[NH:22][C:23](=[NH:35])[CH2:24][CH2:25][CH2:26][CH2:27][CH2:28][CH2:29][CH2:30][CH2:31][CH2:32][CH2:33][CH3:34]. Product: [CH2:24]([C:23]1[N:22]=[C:1]([C:4]2[CH:11]=[CH:10][C:7]([CH:8]=[O:9])=[CH:6][CH:5]=2)[O:3][N:35]=1)[CH2:25][CH2:26][CH2:27][CH2:28][CH2:29][CH2:30][CH2:31][CH2:32][CH2:33][CH3:34]. The catalyst class is: 2. (8) Reactant: [H-].[Na+].[CH3:3][CH2:4][OH:5].F[C:7]1[C:14]([F:15])=[CH:13][CH:12]=[CH:11][C:8]=1[C:9]#[N:10]. Product: [CH2:4]([O:5][C:7]1[C:14]([F:15])=[CH:13][CH:12]=[CH:11][C:8]=1[C:9]#[N:10])[CH3:3]. The catalyst class is: 3. (9) Reactant: [NH:1]1[C:5]2[CH:6]=[CH:7][CH:8]=[CH:9][C:4]=2[N:3]=[C:2]1[CH2:10][NH:11][C:12]1[CH:17]=[CH:16][CH:15]=[CH:14][C:13]=1/[CH:18]=[CH:19]/[C:20]([O:22][CH3:23])=[O:21].Br[CH2:25][CH2:26][O:27][CH3:28].C(=O)([O-])[O-].[Cs+].[Cs+]. Product: [CH3:28][O:27][CH2:26][CH2:25][N:1]1[C:5]2[CH:6]=[CH:7][CH:8]=[CH:9][C:4]=2[N:3]=[C:2]1[CH2:10][NH:11][C:12]1[CH:17]=[CH:16][CH:15]=[CH:14][C:13]=1/[CH:18]=[CH:19]/[C:20]([O:22][CH3:23])=[O:21]. The catalyst class is: 3. (10) Reactant: [CH3:1][O:2][C:3]1[CH:4]=[CH:5][C:6]2[N:7]=[C:8]([CH3:17])[C:9]3[N:10]([CH:13]=[N:14][C:15]=3[CH3:16])[C:11]=2[N:12]=1.C1C(=O)N([Br:25])C(=O)C1. Product: [Br:25][C:13]1[N:10]2[C:11]3[N:12]=[C:3]([O:2][CH3:1])[CH:4]=[CH:5][C:6]=3[N:7]=[C:8]([CH3:17])[C:9]2=[C:15]([CH3:16])[N:14]=1. The catalyst class is: 23.